From a dataset of Forward reaction prediction with 1.9M reactions from USPTO patents (1976-2016). Predict the product of the given reaction. (1) Given the reactants [N+:1]([C:4]1[CH:13]=[CH:12][CH:11]=[CH:10][C:5]=1[C:6]([NH:8][NH2:9])=[O:7])([O-:3])=[O:2].[N:14]([C:17]1[CH:25]=[CH:24][C:20]2[O:21][CH2:22][O:23][C:19]=2[CH:18]=1)=[C:15]=S.C1CCC(N=C=NC2CCCCC2)CC1, predict the reaction product. The product is: [O:21]1[C:20]2[CH:24]=[CH:25][C:17]([NH:14][C:15]3[O:7][C:6]([C:5]4[CH:10]=[CH:11][CH:12]=[CH:13][C:4]=4[N+:1]([O-:3])=[O:2])=[N:8][N:9]=3)=[CH:18][C:19]=2[O:23][CH2:22]1. (2) Given the reactants [O:1]1[CH:5]=[CH:4][C:3]([C:6]([NH:8][C:9]2[CH:10]=[CH:11][C:12]([CH3:24])=[C:13]([C:15]3[CH:20]=[CH:19][C:18]([C:21](O)=[O:22])=[CH:17][CH:16]=3)[CH:14]=2)=[O:7])=[CH:2]1.CN(C(ON1N=NC2C=CC=CC1=2)=[N+](C)C)C.[B-](F)(F)(F)F.[NH2:47][CH2:48][CH2:49][CH2:50][N:51]1[CH2:56][CH2:55][N:54]([CH3:57])[CH2:53][CH2:52]1.CCN(C(C)C)C(C)C, predict the reaction product. The product is: [CH3:57][N:54]1[CH2:55][CH2:56][N:51]([CH2:50][CH2:49][CH2:48][NH:47][C:21]([C:18]2[CH:17]=[CH:16][C:15]([C:13]3[C:12]([CH3:24])=[CH:11][CH:10]=[C:9]([NH:8][C:6]([C:3]4[CH:4]=[CH:5][O:1][CH:2]=4)=[O:7])[CH:14]=3)=[CH:20][CH:19]=2)=[O:22])[CH2:52][CH2:53]1. (3) Given the reactants [CH3:1][C:2]1[C:3]([F:15])=[C:4]([CH:10]=[C:11]([F:14])[C:12]=1[F:13])[C:5]([O:7][CH2:8][CH3:9])=[O:6].BrN1C(=O)CCC1=O.N(C(C)(C)C#N)=NC(C)(C)C#N.BrCC1C(F)=[C:40](C=C(F)C=1F)[C:41]([O:43]CC)=[O:42].C([O-])(=O)C.[Na+], predict the reaction product. The product is: [C:41]([O:43][CH2:1][C:2]1[C:3]([F:15])=[C:4]([CH:10]=[C:11]([F:14])[C:12]=1[F:13])[C:5]([O:7][CH2:8][CH3:9])=[O:6])(=[O:42])[CH3:40]. (4) Given the reactants C(ON=O)CC(C)C.[I:9][C:10]1[CH:16]=[C:15]([C:17]([F:20])([F:19])[F:18])[CH:14]=[C:13]([I:21])[C:11]=1N.Cl, predict the reaction product. The product is: [I:9][C:10]1[CH:16]=[C:15]([C:17]([F:20])([F:18])[F:19])[CH:14]=[C:13]([I:21])[CH:11]=1. (5) Given the reactants [F:1][C:2]1[CH:7]=[C:6]([C:8](=[O:14])[NH:9][CH2:10][CH:11]([CH3:13])[CH3:12])[CH:5]=[C:4]([F:15])[C:3]=1[CH:16]([O:20][CH2:21][CH3:22])[C:17]([OH:19])=O.F[B-](F)(F)F.N1(OC(N(C)C)=[N+](C)C)C2C=CC=CC=2N=N1.CCOC(C)=O.Cl.Cl.[CH2:53]([O:60][C:61](=[O:73])[NH:62][C:63]([C:65]1[CH:70]=[CH:69][C:68]([CH2:71][NH2:72])=[CH:67][CH:66]=1)=[NH:64])[C:54]1[CH:59]=[CH:58][CH:57]=[CH:56][CH:55]=1, predict the reaction product. The product is: [CH2:53]([O:60][C:61](=[O:73])[NH:62][C:63]([C:65]1[CH:66]=[CH:67][C:68]([CH2:71][NH:72][C:17](=[O:19])[CH:16]([C:3]2[C:4]([F:15])=[CH:5][C:6]([C:8](=[O:14])[NH:9][CH2:10][CH:11]([CH3:12])[CH3:13])=[CH:7][C:2]=2[F:1])[O:20][CH2:21][CH3:22])=[CH:69][CH:70]=1)=[NH:64])[C:54]1[CH:59]=[CH:58][CH:57]=[CH:56][CH:55]=1. (6) Given the reactants [Cl:1][C:2]1[CH:3]=[CH:4][CH:5]=[C:6]2[C:10]=1[N:9]([CH:11]([C:18]1[CH:23]=[CH:22][CH:21]=[CH:20][CH:19]=1)[C:12]1[CH:17]=[CH:16][CH:15]=[CH:14][CH:13]=1)[C:8](=[O:24])[CH:7]2[C:25]1[C:26]([OH:34])=[CH:27][C:28]2[O:32][CH2:31][CH2:30][C:29]=2[CH:33]=1.[C:35]1(C(C2C=CC=CC=2)N2C3C(=CC=CC=3)C(C3C=C(C)C(OC)=CC=3O)C2=O)C=CC=CC=1, predict the reaction product. The product is: [Cl:1][C:2]1[CH:3]=[CH:4][CH:5]=[C:6]2[C:10]=1[N:9]([CH:11]([C:12]1[CH:17]=[CH:16][CH:15]=[CH:14][CH:13]=1)[C:18]1[CH:19]=[CH:20][CH:21]=[CH:22][CH:23]=1)[C:8](=[O:24])[C:7]12[CH2:35][O:34][C:26]2[CH:27]=[C:28]3[C:29](=[CH:33][C:25]1=2)[CH2:30][CH2:31][O:32]3. (7) Given the reactants [Cl-].[CH:2]1([NH:5][C:6](=[O:13])[CH2:7][CH2:8][CH2:9][NH2+:10][CH2:11][CH3:12])[CH2:4][CH2:3]1.[CH3:14][N:15]1[C:27]2[CH2:26][CH2:25][CH:24]([CH:28]3[CH2:33][CH2:32][O:31][CH2:30][CH2:29]3)[CH2:23][C:22]=2[C:21]2[C:16]1=[CH:17][CH:18]=[C:19]([C:34]([OH:36])=O)[CH:20]=2.CCN(C(C)C)C(C)C.CN(C(ON1N=NC2C=CC=NC1=2)=[N+](C)C)C.F[P-](F)(F)(F)(F)F, predict the reaction product. The product is: [CH:2]1([NH:5][C:6](=[O:13])[CH2:7][CH2:8][CH2:9][N:10]([CH2:11][CH3:12])[C:34]([C:19]2[CH:20]=[C:21]3[C:16](=[CH:17][CH:18]=2)[N:15]([CH3:14])[C:27]2[CH2:26][CH2:25][CH:24]([CH:28]4[CH2:33][CH2:32][O:31][CH2:30][CH2:29]4)[CH2:23][C:22]3=2)=[O:36])[CH2:3][CH2:4]1. (8) The product is: [Br:8][C:9]1[CH:14]=[CH:13][C:12]([CH:15]=[O:16])=[C:11]([CH2:17][CH3:18])[CH:10]=1. Given the reactants [NH+]1([O-])CCOCC1.[Br:8][C:9]1[CH:14]=[CH:13][C:12]([CH2:15][OH:16])=[C:11]([CH2:17][CH3:18])[CH:10]=1, predict the reaction product. (9) Given the reactants Br[CH2:2][CH2:3][CH3:4].[C:5]1([S:11][C:12]2[C:16]3=[N:17][CH:18]=[CH:19][CH:20]=[C:15]3[NH:14][C:13]=2[C:21]([NH2:23])=[O:22])[CH:10]=[CH:9][CH:8]=[CH:7][CH:6]=1.C([O-])([O-])=O.[Cs+].[Cs+], predict the reaction product. The product is: [C:5]1([S:11][C:12]2[C:16]3=[N:17][CH:18]=[CH:19][CH:20]=[C:15]3[N:14]([CH2:2][CH2:3][CH3:4])[C:13]=2[C:21]([NH2:23])=[O:22])[CH:6]=[CH:7][CH:8]=[CH:9][CH:10]=1. (10) Given the reactants [NH2:1][C:2]1[CH:9]=[CH:8][C:7]([Cl:10])=[CH:6][C:3]=1[CH:4]=O.C(=O)([O-])[O-].[K+].[K+].[F:17][C:18]([F:27])([F:26])/[CH:19]=[CH:20]/[C:21]([O:23]CC)=[O:22], predict the reaction product. The product is: [Cl:10][C:7]1[CH:6]=[C:3]2[C:2](=[CH:9][CH:8]=1)[NH:1][CH:19]([C:18]([F:27])([F:26])[F:17])[C:20]([C:21]([OH:23])=[O:22])=[CH:4]2.